The task is: Predict the reactants needed to synthesize the given product.. This data is from Full USPTO retrosynthesis dataset with 1.9M reactions from patents (1976-2016). (1) Given the product [F:10][C:8]1[CH:9]=[C:4]2[C:5]([CH:11]=[C:12]([C:13]3[CH:18]=[CH:17][C:16]([CH3:19])=[CH:15][CH:14]=3)[O:2][C:3]2=[O:20])=[CH:6][CH:7]=1, predict the reactants needed to synthesize it. The reactants are: C[O:2][C:3](=[O:20])[C:4]1[CH:9]=[C:8]([F:10])[CH:7]=[CH:6][C:5]=1[C:11]#[C:12][C:13]1[CH:18]=[CH:17][C:16]([CH3:19])=[CH:15][CH:14]=1. (2) Given the product [NH2:23][C:7]1[N:6]=[C:5]([Cl:4])[C:10]([CH2:11][C:12]2[CH:17]=[CH:16][C:15]([CH2:18][C:1]#[N:2])=[CH:14][C:13]=2[O:20][CH3:21])=[C:9]([CH3:22])[N:8]=1, predict the reactants needed to synthesize it. The reactants are: [C-:1]#[N:2].[K+].[Cl:4][C:5]1[C:10]([CH2:11][C:12]2[CH:17]=[CH:16][C:15]([CH2:18]Cl)=[CH:14][C:13]=2[O:20][CH3:21])=[C:9]([CH3:22])[N:8]=[C:7]([NH2:23])[N:6]=1. (3) Given the product [Cl:1][C:2]1[C:3]([F:14])=[C:4]([CH:7]=[C:8]([C:10]([F:12])([F:13])[F:11])[CH:9]=1)[C:5]([OH:16])=[O:6], predict the reactants needed to synthesize it. The reactants are: [Cl:1][C:2]1[C:3]([F:14])=[C:4]([CH:7]=[C:8]([C:10]([F:13])([F:12])[F:11])[CH:9]=1)[CH:5]=[O:6].S([O-])(O[O-])(=O)=[O:16].[K+].[K+].[OH-].[Na+].Cl. (4) Given the product [Br:1][C:2]1[CH:3]=[CH:4][C:5]([C:8]2[CH:13]=[CH:12][C:11]([I:14])=[CH:10][CH:9]=2)=[CH:6][CH:7]=1, predict the reactants needed to synthesize it. The reactants are: [Br:1][C:2]1[CH:7]=[CH:6][C:5]([C:8]2[CH:13]=[CH:12][CH:11]=[CH:10][CH:9]=2)=[CH:4][CH:3]=1.[I:14](O)(=O)(=O)=O.S(=O)(=O)(O)O.II. (5) Given the product [CH3:16][C:12]1([CH3:15])[CH2:11][O:10][B:9]([C:23]2[CH:32]=[CH:31][C:26]([O:27][CH2:28][CH2:29][OH:30])=[CH:25][CH:24]=2)[O:14][CH2:13]1, predict the reactants needed to synthesize it. The reactants are: [B:9]1([B:9]2[O:14][CH2:13][C:12]([CH3:16])([CH3:15])[CH2:11][O:10]2)[O:14][CH2:13][C:12]([CH3:16])([CH3:15])[CH2:11][O:10]1.C([O-])(=O)C.[K+].Br[C:23]1[CH:32]=[CH:31][C:26]([O:27][CH2:28][CH2:29][OH:30])=[CH:25][CH:24]=1.ClCCl. (6) Given the product [CH:40]1[CH:39]=[CH:38][C:37]([CH2:36][C:35]2[NH:34][C:33]3[C:32]4[CH:43]=[CH:44][C:45]([OH:47])=[CH:46][C:31]=4[CH:30]=[CH:29][C:28]=3[N:27]3[C:26]=2[N:25]=[C:16]([CH2:15][C:12]2[CH:11]=[CH:10][C:9]([OH:8])=[CH:14][CH:13]=2)[C:17]3=[O:21])=[CH:42][CH:41]=1, predict the reactants needed to synthesize it. The reactants are: [Si]([O:8][C:9]1[CH:14]=[CH:13][C:12]([CH2:15][C:16](=O)[CH:17]([O:21]CC)OCC)=[CH:11][CH:10]=1)(C(C)(C)C)(C)C.[NH2:25][C:26]1[C:35]([CH2:36][C:37]2[CH:42]=[CH:41][CH:40]=[CH:39][CH:38]=2)=[N:34][C:33]2[C:32]3[CH:43]=[CH:44][C:45]([OH:47])=[CH:46][C:31]=3[CH:30]=[CH:29][C:28]=2[N:27]=1.Cl. (7) Given the product [CH3:20][CH:19]([C:16]1[CH:17]=[CH:18][C:13]([CH2:12][O:11][CH2:10][CH2:9][OH:8])=[CH:14][CH:15]=1)[CH2:21][CH2:22][CH2:23][CH2:24][CH2:25][CH2:26][CH2:27][CH3:28], predict the reactants needed to synthesize it. The reactants are: C([Si]([O:8][CH2:9][CH2:10][O:11][CH2:12][C:13]1[CH:18]=[CH:17][C:16]([CH:19]([CH2:21][CH2:22][CH2:23][CH2:24][CH2:25][CH2:26][CH2:27][CH3:28])[CH3:20])=[CH:15][CH:14]=1)(C)C)(C)(C)C.[F-].C([N+](CCCC)(CCCC)CCCC)CCC. (8) Given the product [Br:9][C:10]1[CH:11]=[C:12]([CH:16]=[CH:17][C:18]=1[O:19][C:20]1[CH:25]=[CH:24][C:23]([CH2:26][NH:8][CH2:7][CH2:6][C:2]2[S:1][CH:5]=[CH:4][CH:3]=2)=[CH:22][N:21]=1)[C:13]([NH2:15])=[O:14], predict the reactants needed to synthesize it. The reactants are: [S:1]1[CH:5]=[CH:4][CH:3]=[C:2]1[CH2:6][CH2:7][NH2:8].[Br:9][C:10]1[CH:11]=[C:12]([CH:16]=[CH:17][C:18]=1[O:19][C:20]1[CH:25]=[CH:24][C:23]([CH:26]=O)=[CH:22][N:21]=1)[C:13]([NH2:15])=[O:14].